Dataset: Reaction yield outcomes from USPTO patents with 853,638 reactions. Task: Predict the reaction yield, written as a fraction of the theoretical maximum amount of product (1.0 means a 100% yield; for example, 0.34 means a 34% yield). (1) The yield is 0.100. The product is [CH3:38][N:39]([CH2:1][C:3]1[CH:4]=[CH:5][C:6]([CH:9]2[NH:21][C:19]3[C:20]4[C:11](=[N:12][NH:13][C:14](=[O:22])[C:15]=4[CH:16]=[CH:17][CH:18]=3)[CH:10]2[C:23]2[CH:24]=[CH:25][C:26]([C:27]([N:29]([CH3:30])[CH3:31])=[O:28])=[CH:32][CH:33]=2)=[CH:7][CH:8]=1)[CH3:40]. The reactants are [CH:1]([C:3]1[CH:8]=[CH:7][C:6]([CH:9]2[NH:21][C:19]3[C:20]4[C:11](=[N:12][NH:13][C:14](=[O:22])[C:15]=4[CH:16]=[CH:17][CH:18]=3)[CH:10]2[C:23]2[CH:33]=[CH:32][C:26]([C:27]([N:29]([CH3:31])[CH3:30])=[O:28])=[CH:25][CH:24]=2)=[CH:5][CH:4]=1)=O.C(O)(=O)C.[CH3:38][NH:39][CH3:40].[BH4-].[Na+]. The catalyst is C(Cl)Cl. (2) The reactants are [NH2:1][C:2]1[N:7]=[C:6](Cl)[CH:5]=[CH:4][N:3]=1.[NH2:9][C:10]1[CH:15]=[C:14]([OH:16])[C:13]([CH3:17])=[CH:12][CH:11]=1. The catalyst is CCO. The product is [NH2:1][C:2]1[N:7]=[C:6]([NH:9][C:10]2[CH:11]=[CH:12][C:13]([CH3:17])=[C:14]([OH:16])[CH:15]=2)[CH:5]=[CH:4][N:3]=1. The yield is 0.940.